From a dataset of Retrosynthesis with 50K atom-mapped reactions and 10 reaction types from USPTO. Predict the reactants needed to synthesize the given product. Given the product O=C(COc1ccc(F)c(Br)c1)NC1CC1, predict the reactants needed to synthesize it. The reactants are: O=C(CCl)NC1CC1.Oc1ccc(F)c(Br)c1.